This data is from Full USPTO retrosynthesis dataset with 1.9M reactions from patents (1976-2016). The task is: Predict the reactants needed to synthesize the given product. (1) Given the product [OH:53][C@@H:51]([CH3:52])[CH2:50][NH:49][C:22]([C:7]1[C:8]2[CH2:9][CH2:10][C:11]3([NH:20][C:21]=2[C:4]2[N:3]=[C:2]([CH3:1])[N:25]([CH3:26])[C:5]=2[CH:6]=1)[CH2:12][C:13]1[C:18](=[CH:17][CH:16]=[CH:15][CH:14]=1)[CH2:19]3)=[O:24], predict the reactants needed to synthesize it. The reactants are: [CH3:1][C:2]1[N:25]([CH3:26])[C:5]2[CH:6]=[C:7]([C:22]([OH:24])=O)[C:8]3[CH2:9][CH2:10][C:11]4([NH:20][C:21]=3[C:4]=2[N:3]=1)[CH2:19][C:18]1[C:13](=[CH:14][CH:15]=[CH:16][CH:17]=1)[CH2:12]4.CN(C(ON1N=NC2C=CC=CC1=2)=[N+](C)C)C.[B-](F)(F)(F)F.[NH2:49][CH2:50][C@@H:51]([OH:53])[CH3:52]. (2) The reactants are: [CH3:1][C:2]1([CH3:43])[C:10]2[C:5](=[CH:6][CH:7]=[CH:8][CH:9]=2)[N:4]([CH:11]2[CH2:16][CH2:15][N:14]([C:17](=[O:41])[C@@H:18]([N:27]([CH3:40])S(C3C=CC=CC=3[N+]([O-])=O)(=O)=O)[CH2:19][CH2:20][C:21]3[CH:26]=[CH:25][CH:24]=[CH:23][CH:22]=3)[CH2:13][CH2:12]2)[C:3]1=[O:42].SCC(O)=O.O.[OH-].[Li+]. Given the product [CH3:1][C:2]1([CH3:43])[C:10]2[C:5](=[CH:6][CH:7]=[CH:8][CH:9]=2)[N:4]([CH:11]2[CH2:12][CH2:13][N:14]([C:17](=[O:41])[C@@H:18]([NH:27][CH3:40])[CH2:19][CH2:20][C:21]3[CH:26]=[CH:25][CH:24]=[CH:23][CH:22]=3)[CH2:15][CH2:16]2)[C:3]1=[O:42], predict the reactants needed to synthesize it. (3) Given the product [Br:10][C:11]1[CH:12]=[C:13](/[CH:9]=[CH:8]/[C:4]2[CH:5]=[CH:6][CH:7]=[C:2]([F:1])[CH:3]=2)[C:14]([F:17])=[N:15][CH:16]=1, predict the reactants needed to synthesize it. The reactants are: [F:1][C:2]1[CH:7]=[CH:6][CH:5]=[C:4]([CH:8]=[CH2:9])[CH:3]=1.[Br:10][C:11]1[CH:12]=[C:13](B(O)O)[C:14]([F:17])=[N:15][CH:16]=1.C(=O)([O-])[O-].[Na+].[Na+].O=O. (4) Given the product [Cl:1][C:2]1[CH:3]=[CH:4][C:5]([O:10][CH2:11][CH:12]2[CH2:14][O:13]2)=[C:6]([OH:23])[CH:9]=1, predict the reactants needed to synthesize it. The reactants are: [Cl:1][C:2]1[CH:3]=[CH:4][C:5]([O:10][CH2:11][CH:12]2[CH2:14][O:13]2)=[C:6]([CH:9]=1)C=O.C1C=C(Cl)C=C(C(OO)=[O:23])C=1. (5) Given the product [CH3:23][N:24]1[C:32]2[C:27](=[CH:28][CH:29]=[C:30]([C:33]([F:34])([F:35])[F:36])[CH:31]=2)[C:26]([C:2]2[N:7]=[C:6]3[C:8]([C:19]([O:21][CH3:22])=[O:20])=[CH:9][N:10]([CH2:11][O:12][C:13](=[O:18])[C:14]([CH3:17])([CH3:16])[CH3:15])[C:5]3=[N:4][CH:3]=2)=[N:25]1, predict the reactants needed to synthesize it. The reactants are: Br[C:2]1[N:7]=[C:6]2[C:8]([C:19]([O:21][CH3:22])=[O:20])=[CH:9][N:10]([CH2:11][O:12][C:13](=[O:18])[C:14]([CH3:17])([CH3:16])[CH3:15])[C:5]2=[N:4][CH:3]=1.[CH3:23][N:24]1[C:32]2[C:27](=[CH:28][CH:29]=[C:30]([C:33]([F:36])([F:35])[F:34])[CH:31]=2)[C:26]([Sn](CCCC)(CCCC)CCCC)=[N:25]1.O. (6) Given the product [C:12]([O:11][C:10]([N:9]([CH2:8][C:4]1[CH:5]=[CH:6][CH:7]=[C:2]([C:24]2[CH2:28][CH2:27][CH2:26][CH:25]=2)[CH:3]=1)[C:17](=[O:18])[O:19][C:20]([CH3:23])([CH3:22])[CH3:21])=[O:16])([CH3:15])([CH3:14])[CH3:13], predict the reactants needed to synthesize it. The reactants are: Br[C:2]1[CH:3]=[C:4]([CH2:8][N:9]([C:17]([O:19][C:20]([CH3:23])([CH3:22])[CH3:21])=[O:18])[C:10](=[O:16])[O:11][C:12]([CH3:15])([CH3:14])[CH3:13])[CH:5]=[CH:6][CH:7]=1.[C:24]1(B2OC(C)(C)C(C)(C)O2)[CH2:28][CH2:27][CH2:26][CH:25]=1.C(=O)([O-])[O-].[Na+].[Na+].C(OCC)(=O)C.